Dataset: Forward reaction prediction with 1.9M reactions from USPTO patents (1976-2016). Task: Predict the product of the given reaction. (1) Given the reactants [Cl:1][C:2]1[CH:3]=[N:4][C:5]2[N:6]([N:8]=[C:9]([C:11]([OH:13])=O)[CH:10]=2)[CH:7]=1.[F:14][C:15]1[S:23][C:22]2[CH2:21][CH2:20][NH:19][CH:18]([CH3:24])[C:17]=2[CH:16]=1, predict the reaction product. The product is: [Cl:1][C:2]1[CH:3]=[N:4][C:5]2[N:6]([N:8]=[C:9]([C:11]([N:19]3[CH2:20][CH2:21][C:22]4[S:23][C:15]([F:14])=[CH:16][C:17]=4[CH:18]3[CH3:24])=[O:13])[CH:10]=2)[CH:7]=1. (2) Given the reactants [CH:1]([C:4]1[CH:13]=[C:12]2[C:7]([CH:8]=[CH:9][CH:10]=[N:11]2)=[CH:6][CH:5]=1)([CH3:3])[CH3:2].[N+:14]([O-])([O-:16])=[O:15].[K+].OS(O)(=O)=O, predict the reaction product. The product is: [CH:1]([C:4]1[C:13]([N+:14]([O-:16])=[O:15])=[C:12]2[C:7]([CH:8]=[CH:9][CH:10]=[N:11]2)=[CH:6][CH:5]=1)([CH3:3])[CH3:2].